Task: Predict the reaction yield, written as a fraction of the theoretical maximum amount of product (1.0 means a 100% yield; for example, 0.34 means a 34% yield).. Dataset: Reaction yield outcomes from USPTO patents with 853,638 reactions (1) The reactants are O[CH2:2][N:3]([CH2:9][CH:10]1[CH2:15][CH2:14][CH:13]=[CH:12][CH2:11]1)[C:4](=[O:8])[O:5][CH2:6][CH3:7].B(F)(F)F.CCOCC. The catalyst is ClCCl. The product is [CH:10]12[CH2:15][CH:14]([CH:13]=[CH:12][CH2:11]1)[CH2:2][N:3]([C:4]([O:5][CH2:6][CH3:7])=[O:8])[CH2:9]2. The yield is 0.740. (2) The reactants are [CH:1]([C:4]1[CH:9]=[CH:8][C:7]([CH:10]=[C:11]([CH3:14])[CH2:12]O)=[CH:6][CH:5]=1)([CH3:3])[CH3:2].P(Br)(Br)[Br:16].O. The catalyst is C(OC(C)C)(C)C. The product is [Br:16][CH2:12][C:11]([CH3:14])=[CH:10][C:7]1[CH:8]=[CH:9][C:4]([CH:1]([CH3:3])[CH3:2])=[CH:5][CH:6]=1. The yield is 0.910. (3) The reactants are [OH:1][C:2]1[CH:3]=[C:4]2[C:9](=[CH:10][CH:11]=1)[N:8]=[C:7]([C:12]1[CH:19]=[CH:18][C:15]([C:16]#[N:17])=[CH:14][CH:13]=1)[CH:6]=[CH:5]2.[NH2:20][OH:21].Cl. The catalyst is CCO. The product is [OH:21][NH:20][C:16](=[NH:17])[C:15]1[CH:14]=[CH:13][C:12]([C:7]2[CH:6]=[CH:5][C:4]3[C:9](=[CH:10][CH:11]=[C:2]([OH:1])[CH:3]=3)[N:8]=2)=[CH:19][CH:18]=1. The yield is 0.780.